Dataset: Full USPTO retrosynthesis dataset with 1.9M reactions from patents (1976-2016). Task: Predict the reactants needed to synthesize the given product. (1) Given the product [ClH:15].[OH:3][C:4]1[NH:5][C:6]2[C:11]([C:12]=1[C:16]1[CH:17]=[CH:18][C:19]([S:22]([N:25]3[CH2:26][CH2:27][NH:28][CH2:29][CH2:30]3)(=[O:24])=[O:23])=[CH:20][N:21]=1)=[CH:10][CH:9]=[C:8]([C:13]#[N:14])[CH:7]=2, predict the reactants needed to synthesize it. The reactants are: [H-].[Na+].[O:3]=[C:4]1[CH2:12][C:11]2[C:6](=[CH:7][C:8]([C:13]#[N:14])=[CH:9][CH:10]=2)[NH:5]1.[Cl:15][C:16]1[N:21]=[CH:20][C:19]([S:22]([N:25]2[CH2:30][CH2:29][N:28](C(OC(C)(C)C)=O)[CH2:27][CH2:26]2)(=[O:24])=[O:23])=[CH:18][CH:17]=1.Cl.C(OCC)C. (2) Given the product [Br:1][C:2]1[C:11]2[CH2:10][CH2:9][CH2:8][CH:7]([NH2:13])[C:6]=2[CH:5]=[N:4][CH:3]=1, predict the reactants needed to synthesize it. The reactants are: [Br:1][C:2]1[C:11]2[CH2:10][CH2:9][CH2:8][C:7](=O)[C:6]=2[CH:5]=[N:4][CH:3]=1.[NH3:13].CO.[BH4-].[Na+].